From a dataset of Forward reaction prediction with 1.9M reactions from USPTO patents (1976-2016). Predict the product of the given reaction. (1) Given the reactants [Cl:1][C:2]1[N:3]=[C:4](Cl)[C:5]2[CH:10]=[CH:9][N:8]([CH:11]3[CH2:13][CH2:12]3)[C:6]=2[N:7]=1.[OH-:15].[K+].Cl, predict the reaction product. The product is: [Cl:1][C:2]1[NH:3][C:4](=[O:15])[C:5]2[CH:10]=[CH:9][N:8]([CH:11]3[CH2:13][CH2:12]3)[C:6]=2[N:7]=1. (2) Given the reactants [CH3:1][O:2][C:3]1[CH:8]=[CH:7][CH:6]=[CH:5][C:4]=1[N:9]1[CH2:14][CH2:13][NH:12][CH2:11][CH2:10]1.[C:15]1([C:23]2[CH:28]=[CH:27][CH:26]=[CH:25][CH:24]=2)[CH:20]=[CH:19][CH:18]=[C:17]([CH:21]=O)[CH:16]=1.[BH-](OC(C)=O)(OC(C)=O)OC(C)=O.[Na+].C1(C2C=CC=CC=2)C=CC=CC=1CN1CCN(C2C=CC=CC=2)CC1, predict the reaction product. The product is: [C:15]1([C:23]2[CH:24]=[CH:25][CH:26]=[CH:27][CH:28]=2)[CH:20]=[CH:19][CH:18]=[C:17]([CH2:21][N:12]2[CH2:13][CH2:14][N:9]([C:4]3[CH:5]=[CH:6][CH:7]=[CH:8][C:3]=3[O:2][CH3:1])[CH2:10][CH2:11]2)[CH:16]=1. (3) Given the reactants [Cl:1][C:2]1[CH:7]=[CH:6][C:5]([OH:8])=[CH:4][C:3]=1[CH3:9].[C:10](OC(=O)C)(=[O:12])[CH3:11], predict the reaction product. The product is: [C:10]([O:8][C:5]1[CH:6]=[CH:7][C:2]([Cl:1])=[C:3]([CH3:9])[CH:4]=1)(=[O:12])[CH3:11]. (4) Given the reactants [CH3:1][C:2]1(C)C(C)(C)OB(C=C)O1.Cl[C:13]1[CH:14]=[CH:15][C:16]2[N:17]([C:19]([CH2:22][NH:23][C:24](=[O:30])[O:25][C:26]([CH3:29])([CH3:28])[CH3:27])=[N:20][N:21]=2)[N:18]=1.C(=O)([O-])[O-].[Cs+].[Cs+].O, predict the reaction product. The product is: [CH:1]([C:13]1[CH:14]=[CH:15][C:16]2[N:17]([C:19]([CH2:22][NH:23][C:24](=[O:30])[O:25][C:26]([CH3:29])([CH3:28])[CH3:27])=[N:20][N:21]=2)[N:18]=1)=[CH2:2].